Task: Predict the product of the given reaction.. Dataset: Forward reaction prediction with 1.9M reactions from USPTO patents (1976-2016) Given the reactants [Br:1][C:2]1[CH:3]=[C:4]([CH:7]=[C:8]([CH3:10])[CH:9]=1)[CH2:5][OH:6].[Cr](Cl)([O-])(=O)=O.[NH+]1C=CC=CC=1, predict the reaction product. The product is: [Br:1][C:2]1[CH:3]=[C:4]([CH:7]=[C:8]([CH3:10])[CH:9]=1)[CH:5]=[O:6].